From a dataset of Reaction yield outcomes from USPTO patents with 853,638 reactions. Predict the reaction yield, written as a fraction of the theoretical maximum amount of product (1.0 means a 100% yield; for example, 0.34 means a 34% yield). (1) The reactants are [Cl:1][C:2]1[CH:3]=[C:4]([NH:11][C:12]2[CH:17]=[CH:16][C:15]([N:18]3[CH2:23][CH2:22][NH:21][CH2:20][CH2:19]3)=[CH:14][N:13]=2)[C:5]2[N:6]([CH:8]=[CH:9][N:10]=2)[CH:7]=1.[O:24]1[CH2:27][C:26](=O)[CH2:25]1.[BH3-]C#N.[Na+]. The catalyst is CO.[Cl-].[Zn+2].[Cl-].CCOCC. The product is [Cl:1][C:2]1[CH:3]=[C:4]([NH:11][C:12]2[CH:17]=[CH:16][C:15]([N:18]3[CH2:23][CH2:22][N:21]([CH:26]4[CH2:27][O:24][CH2:25]4)[CH2:20][CH2:19]3)=[CH:14][N:13]=2)[C:5]2[N:6]([CH:8]=[CH:9][N:10]=2)[CH:7]=1. The yield is 0.300. (2) The reactants are [CH3:1][C:2]1[C:7]([N:8]2[CH2:16][C:15]3[C:10](=[CH:11][CH:12]=[CH:13][CH:14]=3)[C:9]2=[O:17])=[CH:6][CH:5]=[CH:4][C:3]=1[C:18]1[C:30]2[C:29]3[C:24](=[CH:25][CH:26]=[CH:27][CH:28]=3)[NH:23][C:22]=2[C:21]([C:31]([NH2:33])=[O:32])=[CH:20][CH:19]=1.Cl.[OH-:35].[Na+]. The catalyst is C1COCC1. The product is [OH:35][CH:21]([CH2:31][OH:32])[CH2:22][NH:23][C:26]1[CH:25]=[C:24]2[C:29]([C:30]3[C:18]([C:3]4[CH:4]=[CH:5][CH:6]=[C:7]([N:8]5[CH2:16][C:15]6[C:10](=[CH:11][CH:12]=[CH:13][CH:14]=6)[C:9]5=[O:17])[C:2]=4[CH3:1])=[CH:19][CH:20]=[C:21]([C:31]([NH2:33])=[O:32])[C:22]=3[NH:23]2)=[CH:28][CH:27]=1. The yield is 0.390. (3) The reactants are [OH:1][C@H:2]1[CH2:7][CH2:6][C@H:5]([C:8]([O:10][CH3:11])=[O:9])[CH2:4][CH2:3]1.[Cl:12][C:13]1[N:14]=[N:15][C:16](Cl)=[CH:17][CH:18]=1.CN(C)C=O.[H-].[Na+]. The catalyst is O. The product is [Cl:12][C:13]1[N:14]=[N:15][C:16]([O:1][C@H:2]2[CH2:3][CH2:4][C@H:5]([C:8]([O:10][CH3:11])=[O:9])[CH2:6][CH2:7]2)=[CH:17][CH:18]=1. The yield is 0.230. (4) The reactants are [CH:1](=O)[C:2]1[CH:7]=[CH:6][CH:5]=[CH:4][CH:3]=1.[CH3:9][O:10][C:11]1[C:12]([NH2:17])=[CH:13][CH:14]=[CH:15][CH:16]=1.[C:18]1([O:24][Si](C)(C)C)[CH2:23][CH2:22][CH2:21][CH2:20][CH:19]=1. The catalyst is [Sc].O. The product is [C:2]1([CH:1]([NH:17][C:12]2[CH:13]=[CH:14][CH:15]=[CH:16][C:11]=2[O:10][CH3:9])[CH:19]2[CH2:20][CH2:21][CH2:22][CH2:23][C:18]2=[O:24])[CH:7]=[CH:6][CH:5]=[CH:4][CH:3]=1. The yield is 0.920. (5) The reactants are [C:1]([N:4]1[CH2:9][CH2:8][N:7]([C:10]2[CH:17]=[CH:16][C:13]([CH:14]=O)=[CH:12][CH:11]=2)[CH2:6][CH2:5]1)(=[O:3])[CH3:2].[NH2:18][C:19]1[CH:27]=[C:26]([O:28][CH3:29])[CH:25]=[C:24]([O:30][CH3:31])[C:20]=1[C:21]([NH2:23])=[O:22].CC1C=CC(S(O)(=O)=O)=CC=1.OS([O-])=O.[Na+]. The catalyst is CC(N(C)C)=O.O. The product is [C:1]([N:4]1[CH2:9][CH2:8][N:7]([C:10]2[CH:17]=[CH:16][C:13]([C:14]3[NH:23][C:21](=[O:22])[C:20]4[C:19](=[CH:27][C:26]([O:28][CH3:29])=[CH:25][C:24]=4[O:30][CH3:31])[N:18]=3)=[CH:12][CH:11]=2)[CH2:6][CH2:5]1)(=[O:3])[CH3:2]. The yield is 0.900. (6) The reactants are Br[C:2]1[C:7]([F:8])=[CH:6][C:5]([CH2:9][N:10]2[C@@H:15]([CH3:16])[CH2:14][CH2:13][C@H:12]([C:17]3[CH:22]=[CH:21][CH:20]=[CH:19][CH:18]=3)[S:11]2(=[O:24])=[O:23])=[C:4]([F:25])[CH:3]=1.[Cl-].[C:27]([O:31][C:32](=[O:35])[CH2:33][Zn+])([CH3:30])([CH3:29])[CH3:28]. The catalyst is C1([C-]2C(C3C=CC=CC=3)=C(C3C=CC=CC=3)C(C3C=CC=CC=3)=C2C2C=CC=CC=2)C=CC=CC=1.C(P(C(C)(C)C)[C-]1C=CC=C1)(C)(C)C.[Fe+2].O1CCCC1. The product is [F:8][C:7]1[CH:6]=[C:5]([CH2:9][N:10]2[C@@H:15]([CH3:16])[CH2:14][CH2:13][C@H:12]([C:17]3[CH:22]=[CH:21][CH:20]=[CH:19][CH:18]=3)[S:11]2(=[O:24])=[O:23])[C:4]([F:25])=[CH:3][C:2]=1[CH2:33][C:32]([O:31][C:27]([CH3:30])([CH3:29])[CH3:28])=[O:35]. The yield is 0.990.